Predict the reaction yield, written as a fraction of the theoretical maximum amount of product (1.0 means a 100% yield; for example, 0.34 means a 34% yield). From a dataset of Reaction yield outcomes from USPTO patents with 853,638 reactions. (1) The reactants are C[O:2][C:3](=[O:38])[CH:4]([N:6]1[CH2:11][CH2:10][N:9]([C:12]2[CH:13]=[N:14][C:15]([NH:18][C:19]3[N:20]=[CH:21][C:22]4[CH:27]=[C:26]([C:28](=[O:32])[N:29]([CH3:31])[CH3:30])[N:25]([CH:33]5[CH2:37][CH2:36][CH2:35][CH2:34]5)[C:23]=4[N:24]=3)=[CH:16][CH:17]=2)[CH2:8][CH2:7]1)[CH3:5].[Li+].[OH-]. The catalyst is C1COCC1.O. The product is [CH:33]1([N:25]2[C:23]3[N:24]=[C:19]([NH:18][C:15]4[N:14]=[CH:13][C:12]([N:9]5[CH2:8][CH2:7][N:6]([CH:4]([CH3:5])[C:3]([OH:38])=[O:2])[CH2:11][CH2:10]5)=[CH:17][CH:16]=4)[N:20]=[CH:21][C:22]=3[CH:27]=[C:26]2[C:28](=[O:32])[N:29]([CH3:31])[CH3:30])[CH2:34][CH2:35][CH2:36][CH2:37]1. The yield is 0.940. (2) The yield is 0.145. The catalyst is CN(C=O)C. The product is [F:1][C:2]1[CH:33]=[C:32]([F:34])[CH:31]=[CH:30][C:3]=1[O:4][C:5]1[N:10]=[C:9]2[NH:11][N:12]=[C:13]([C:14]3[CH:19]=[CH:18][C:17]([O:20][CH2:52][CH:48]([OH:49])[CH2:47][OH:46])=[CH:16][C:15]=3[CH3:21])[C:8]2=[CH:7][N:6]=1. The reactants are [F:1][C:2]1[CH:33]=[C:32]([F:34])[CH:31]=[CH:30][C:3]=1[O:4][C:5]1[N:10]=[C:9]2[N:11](COCC[Si](C)(C)C)[N:12]=[C:13]([C:14]3[CH:19]=[CH:18][C:17]([OH:20])=[CH:16][C:15]=3[CH3:21])[C:8]2=[CH:7][N:6]=1.[H-].[Na+].C1(C)C=CC(S([O:46][CH2:47][CH:48]2[CH2:52]OC(C)(C)[O:49]2)(=O)=O)=CC=1. (3) The reactants are [Br:1][C:2]1[CH:3]=[C:4]([CH:23]=[CH:24][CH:25]=1)[O:5][C:6]1[CH:7]=[C:8]([S:14][C:15]2[CH:20]=[CH:19][CH:18]=[C:17]([O:21][CH3:22])[CH:16]=2)[C:9]([C:12]#N)=[N:10][CH:11]=1.[OH-:26].[K+].CCO.Cl.[OH2:32]. No catalyst specified. The product is [Br:1][C:2]1[CH:3]=[C:4]([CH:23]=[CH:24][CH:25]=1)[O:5][C:6]1[CH:7]=[C:8]([S:14][C:15]2[CH:20]=[CH:19][CH:18]=[C:17]([O:21][CH3:22])[CH:16]=2)[C:9]([C:12]([OH:32])=[O:26])=[N:10][CH:11]=1. The yield is 1.00. (4) The reactants are [NH2:1][C:2]1[S:3][C@H:4]2[O:10][C@H:9]([CH2:11][OH:12])[C@@H:8]([OH:13])[C@H:7]([OH:14])[C@H:5]2[N:6]=1.[N:15]([CH2:18][CH3:19])=[C:16]=[O:17]. The catalyst is CN(C)C=O. The product is [OH:13][CH:8]1[C@@H:9]([CH2:11][OH:12])[O:10][C@H:4]2[C@H:5]([N:6]=[C:2]([NH:1][C:16]([NH:15][CH2:18][CH3:19])=[O:17])[S:3]2)[C@H:7]1[OH:14]. The yield is 0.150. (5) The yield is 0.190. The reactants are [CH3:1][C:2]1[O:6][N:5]=[C:4]([C:7]2[CH:12]=[CH:11][N:10]=[CH:9][N:8]=2)[C:3]=1[C:13](O)=[O:14].C(N(CC)CC)C.C(OC(Cl)=O)C.[BH4-].[Na+]. The catalyst is C1COCC1.O.[OH-].[Na+]. The product is [CH3:1][C:2]1[O:6][N:5]=[C:4]([C:7]2[CH:12]=[CH:11][N:10]=[CH:9][N:8]=2)[C:3]=1[CH2:13][OH:14].